From a dataset of Forward reaction prediction with 1.9M reactions from USPTO patents (1976-2016). Predict the product of the given reaction. (1) Given the reactants [CH3:1][S:2][C:3]1[N:8]=[C:7]([C:9]2[CH:10]=[N:11][CH:12]=[CH:13][CH:14]=2)[C:6]([OH:15])=[CH:5][CH:4]=1.Cl[C:17]1[C:26]2[C:21](=[CH:22][C:23]([O:29][CH3:30])=[C:24]([O:27][CH3:28])[CH:25]=2)[N:20]=[CH:19][CH:18]=1.O, predict the reaction product. The product is: [CH3:28][O:27][C:24]1[CH:25]=[C:26]2[C:21](=[CH:22][C:23]=1[O:29][CH3:30])[N:20]=[CH:19][CH:18]=[C:17]2[O:15][C:6]1[C:7]([C:9]2[CH:10]=[N:11][CH:12]=[CH:13][CH:14]=2)=[N:8][C:3]([S:2][CH3:1])=[CH:4][CH:5]=1. (2) The product is: [CH:19]1([N:7]([CH:1]2[CH2:2][CH2:3][CH2:4][CH2:5][CH2:6]2)[C:8]([NH:10][C:11]2[S:12][C:13]([S:16][CH2:37][CH2:36][CH2:35][N:34]([CH3:39])[CH3:33])=[CH:14][N:15]=2)=[O:9])[CH2:24][CH2:23][CH2:22][CH2:21][CH2:20]1. Given the reactants [CH:1]1([N:7]([CH:19]2[CH2:24][CH2:23][CH2:22][CH2:21][CH2:20]2)[C:8]([NH:10][C:11]2[S:12][C:13]([S:16]C#N)=[CH:14][N:15]=2)=[O:9])[CH2:6][CH2:5][CH2:4][CH2:3][CH2:2]1.SC[C@@H]([C@@H](CS)O)O.[CH3:33][N:34]([CH3:39])[CH2:35][CH2:36][CH2:37]Cl, predict the reaction product. (3) Given the reactants [C:1](O)([C:14]1[CH:19]=[CH:18][CH:17]=[CH:16][CH:15]=1)([C:8]1[CH:13]=[CH:12][CH:11]=[CH:10][CH:9]=1)[C:2]1[CH:7]=[CH:6][CH:5]=[CH:4][CH:3]=1.[C:21](Cl)([C:34]1[CH:39]=[CH:38][CH:37]=[CH:36][CH:35]=1)([C:28]1[CH:33]=[CH:32][CH:31]=[CH:30][CH:29]=1)[C:22]1[CH:27]=[CH:26][CH:25]=[CH:24][CH:23]=1.[C:41]1([CH:48]=[CH:47][CH:46]=[C:44]([OH:45])[CH:43]=1)[OH:42], predict the reaction product. The product is: [C:1]([C:46]1[CH:47]=[C:48]([C:21]([C:22]2[CH:27]=[CH:26][CH:25]=[CH:24][CH:23]=2)([C:34]2[CH:35]=[CH:36][CH:37]=[CH:38][CH:39]=2)[C:28]2[CH:29]=[CH:30][CH:31]=[CH:32][CH:33]=2)[C:41]([OH:42])=[CH:43][C:44]=1[OH:45])([C:14]1[CH:19]=[CH:18][CH:17]=[CH:16][CH:15]=1)([C:8]1[CH:13]=[CH:12][CH:11]=[CH:10][CH:9]=1)[C:2]1[CH:7]=[CH:6][CH:5]=[CH:4][CH:3]=1. (4) Given the reactants [C:1]1([CH:7]2[CH2:12][CH2:11][CH2:10][CH2:9][C:8]2=[O:13])[CH:6]=[CH:5][CH:4]=[CH:3][CH:2]=1.[CH:14]([N-]C(C)C)(C)C.[Li+].[Li]CCCC.C(NC(C)C)(C)C.IC, predict the reaction product. The product is: [CH3:14][C:7]1([C:1]2[CH:6]=[CH:5][CH:4]=[CH:3][CH:2]=2)[CH2:12][CH2:11][CH2:10][CH2:9][C:8]1=[O:13].